From a dataset of Reaction yield outcomes from USPTO patents with 853,638 reactions. Predict the reaction yield, written as a fraction of the theoretical maximum amount of product (1.0 means a 100% yield; for example, 0.34 means a 34% yield). (1) The reactants are [CH2:1]([N:3]1[C:11]2[C:6](=[CH:7][CH:8]=[C:9]([O:12][CH3:13])[CH:10]=2)[C:5]([C:14](=O)[CH3:15])=[CH:4]1)[CH3:2].C(N1C2C(=CC=C(OC)C=2)C=C1)C.Cl.[NH2:31][OH:32].CC([O-])=O.[Na+]. The catalyst is CCO. The product is [CH2:1]([N:3]1[C:11]2[C:6](=[CH:7][CH:8]=[C:9]([O:12][CH3:13])[CH:10]=2)[C:5]([C:14](=[N:31][OH:32])[CH3:15])=[CH:4]1)[CH3:2]. The yield is 0.920. (2) The reactants are C(N(CC)C(C)C)(C)C.[CH:10]1([N:13]2[CH:17]=[C:16]([C:18]3[CH:19]=[C:20]4[C:25](=[CH:26][CH:27]=3)[N:24]([C:28](=[O:30])[CH3:29])[C@@H:23]([CH3:31])[CH2:22][NH:21]4)[CH:15]=[N:14]2)[CH2:12][CH2:11]1.[CH:32]1([C:35](Cl)=[O:36])[CH2:34][CH2:33]1. The catalyst is ClCCCl. The product is [CH:32]1([C:35]([N:21]2[C:20]3[C:25](=[CH:26][CH:27]=[C:18]([C:16]4[CH:15]=[N:14][N:13]([CH:10]5[CH2:12][CH2:11]5)[CH:17]=4)[CH:19]=3)[N:24]([C:28](=[O:30])[CH3:29])[C@@H:23]([CH3:31])[CH2:22]2)=[O:36])[CH2:34][CH2:33]1. The yield is 0.720. (3) The reactants are Br[CH2:2][CH2:3][O:4][C:5]1[CH:14]=[C:13]2[C:8]([C:9]([NH:15][C:16]3[CH:21]=[CH:20][C:19]([Cl:22])=[CH:18][C:17]=3[F:23])=[N:10][CH:11]=[N:12]2)=[CH:7][C:6]=1[O:24][CH3:25].[C:26]([N:29]1[CH2:34][CH2:33][NH:32][CH2:31][CH2:30]1)(=[O:28])[CH3:27]. The catalyst is C(Cl)Cl.C(OCC)(=O)C. The product is [ClH:22].[C:26]([N:29]1[CH2:34][CH2:33][N:32]([CH2:2][CH2:3][O:4][C:5]2[CH:14]=[C:13]3[C:8]([C:9]([NH:15][C:16]4[CH:21]=[CH:20][C:19]([Cl:22])=[CH:18][C:17]=4[F:23])=[N:10][CH:11]=[N:12]3)=[CH:7][C:6]=2[O:24][CH3:25])[CH2:31][CH2:30]1)(=[O:28])[CH3:27]. The yield is 0.790. (4) The reactants are Cl[C:2]1[N:7]=[C:6]([C:8]2[N:12]3[CH:13]=[CH:14][CH:15]=[CH:16][C:11]3=[N:10][C:9]=2[C:17]2[CH:18]=[CH:19][C:20]([O:34][CH2:35][CH3:36])=[C:21]([CH:33]=2)[C:22]([NH:24][C:25]2[C:30]([F:31])=[CH:29][CH:28]=[CH:27][C:26]=2[F:32])=[O:23])[CH:5]=[CH:4][N:3]=1.[CH3:37][C:38]1[C:39]([N:47]2[CH2:53][CH2:52][CH2:51][N:50]([CH2:54][CH2:55][S:56]([CH3:59])(=[O:58])=[O:57])[CH2:49][CH2:48]2)=[CH:40][C:41]([O:45][CH3:46])=[C:42]([CH:44]=1)[NH2:43].C1(C)C=CC(S(O)(=O)=O)=CC=1.C(O)C(F)(F)F.N. The catalyst is CO.C(Cl)Cl. The product is [F:32][C:26]1[CH:27]=[CH:28][CH:29]=[C:30]([F:31])[C:25]=1[NH:24][C:22](=[O:23])[C:21]1[CH:33]=[C:17]([C:9]2[N:10]=[C:11]3[CH:16]=[CH:15][CH:14]=[CH:13][N:12]3[C:8]=2[C:6]2[CH:5]=[CH:4][N:3]=[C:2]([NH:43][C:42]3[CH:44]=[C:38]([CH3:37])[C:39]([N:47]4[CH2:53][CH2:52][CH2:51][N:50]([CH2:54][CH2:55][S:56]([CH3:59])(=[O:58])=[O:57])[CH2:49][CH2:48]4)=[CH:40][C:41]=3[O:45][CH3:46])[N:7]=2)[CH:18]=[CH:19][C:20]=1[O:34][CH2:35][CH3:36]. The yield is 0.590. (5) The reactants are [C:1]([O:5][C:6](=[O:30])[N:7]([CH2:9][C:10]1[CH:14]=[C:13]([C:15]2[C:19](Br)=[CH:18][S:17][CH:16]=2)[N:12]([S:21]([C:24]2[CH:25]=[N:26][CH:27]=[CH:28][CH:29]=2)(=[O:23])=[O:22])[CH:11]=1)[CH3:8])([CH3:4])([CH3:3])[CH3:2].[CH3:31][N:32](C)C=O. The catalyst is [C-]#N.[Zn+2].[C-]#N.C1C=CC([P]([Pd]([P](C2C=CC=CC=2)(C2C=CC=CC=2)C2C=CC=CC=2)([P](C2C=CC=CC=2)(C2C=CC=CC=2)C2C=CC=CC=2)[P](C2C=CC=CC=2)(C2C=CC=CC=2)C2C=CC=CC=2)(C2C=CC=CC=2)C2C=CC=CC=2)=CC=1. The product is [C:1]([O:5][C:6](=[O:30])[N:7]([CH2:9][C:10]1[CH:14]=[C:13]([C:15]2[C:19]([C:31]#[N:32])=[CH:18][S:17][CH:16]=2)[N:12]([S:21]([C:24]2[CH:25]=[N:26][CH:27]=[CH:28][CH:29]=2)(=[O:23])=[O:22])[CH:11]=1)[CH3:8])([CH3:4])([CH3:3])[CH3:2]. The yield is 0.710. (6) The reactants are C(OC([N:11]1[CH2:16][CH2:15][C:14]([CH2:32][OH:33])([C:17](=[O:31])[NH:18][C:19]2[C:28]3[C:23](=[CH:24][CH:25]=[C:26]([O:29][CH3:30])[N:27]=3)[N:22]=[CH:21][CH:20]=2)[CH2:13][CH2:12]1)=O)C1C=CC=CC=1. The catalyst is C(O)C.[Pd]. The product is [OH:33][CH2:32][C:14]1([C:17](=[O:31])[NH:18][C:19]2[C:28]3[C:23](=[CH:24][CH:25]=[C:26]([O:29][CH3:30])[N:27]=3)[N:22]=[CH:21][CH:20]=2)[CH2:15][CH2:16][NH:11][CH2:12][CH2:13]1. The yield is 1.00. (7) The reactants are [CH3:1][O:2][C:3]1[CH:4]=[C:5]2[C:10](=[CH:11][C:12]=1[O:13][CH3:14])[N:9]=[CH:8][N:7]=[C:6]2[O:15][C:16]1[CH:22]=[CH:21][C:19]([NH2:20])=[CH:18][CH:17]=1.ClC(Cl)(O[C:27](=[O:33])OC(Cl)(Cl)Cl)Cl.[NH2:35][N:36]1[CH2:41][CH2:40][CH2:39][CH2:38][CH2:37]1.C(=O)(O)[O-].[Na+]. The catalyst is C(Cl)Cl.C(N(CC)CC)C.C1(C)C=CC=CC=1. The product is [CH3:1][O:2][C:3]1[CH:4]=[C:5]2[C:10](=[CH:11][C:12]=1[O:13][CH3:14])[N:9]=[CH:8][N:7]=[C:6]2[O:15][C:16]1[CH:22]=[CH:21][C:19]([NH:20][C:27]([NH:35][N:36]2[CH2:41][CH2:40][CH2:39][CH2:38][CH2:37]2)=[O:33])=[CH:18][CH:17]=1. The yield is 0.660.